From a dataset of hERG Central: cardiac toxicity at 1µM, 10µM, and general inhibition. Predict hERG channel inhibition at various concentrations. The compound is Cc1ccc(S(=O)(=O)NCc2ccc(C(=O)NCCCN3CCC(Cc4ccccc4)CC3)cc2)cc1. Results: hERG_inhib (hERG inhibition (general)): blocker.